From a dataset of Full USPTO retrosynthesis dataset with 1.9M reactions from patents (1976-2016). Predict the reactants needed to synthesize the given product. (1) Given the product [CH3:34][S:31]([C:27]1[CH:26]=[C:25]([CH:30]=[CH:29][CH:28]=1)[O:24][C:23]1[CH:35]=[CH:36][C:20]([C:18]2[N:9]3[CH:10]=[CH:11][CH:12]=[C:13]([C:14]([F:17])([F:15])[F:16])[C:8]3=[N:7][C:6]=2[C:3]2[CH:4]=[CH:5][S:1][CH:2]=2)=[CH:21][CH:22]=1)(=[O:32])=[O:33], predict the reactants needed to synthesize it. The reactants are: [S:1]1[CH:5]=[CH:4][C:3]([C:6]2[N:7]=[C:8]3[C:13]([C:14]([F:17])([F:16])[F:15])=[CH:12][CH:11]=[CH:10][N:9]3[CH:18]=2)=[CH:2]1.Br[C:20]1[CH:36]=[CH:35][C:23]([O:24][C:25]2[CH:30]=[CH:29][CH:28]=[C:27]([S:31]([CH3:34])(=[O:33])=[O:32])[CH:26]=2)=[CH:22][CH:21]=1. (2) Given the product [Cl:1][C:2]1[C:3]([NH:18][C:19]2[CH:23]=[C:22]([CH3:28])[NH:21][N:20]=2)=[N:4][C:5]([NH:8][CH:9]([C:11]2[N:12]=[CH:13][C:14]([F:17])=[CH:15][N:16]=2)[CH3:10])=[N:6][CH:7]=1, predict the reactants needed to synthesize it. The reactants are: [Cl:1][C:2]1[C:3]([NH:18][C:19]2[CH:23]=[C:22](OC(C)C)[NH:21][N:20]=2)=[N:4][C:5]([NH:8][CH:9]([C:11]2[N:16]=[CH:15][C:14]([F:17])=[CH:13][N:12]=2)[CH3:10])=[N:6][CH:7]=1.[CH:28]1(C2NN=C(NC3C(F)=CN=C(N[C@H](C4N=CC(F)=CN=4)C)N=3)C=2)CC1.CCN(C(C)C)C(C)C. (3) Given the product [C:20]([C:24]1[CH:25]=[C:26]([CH:30]=[C:31]([C:35]#[N:36])[C:32]=1[O:33][CH3:34])[C:27]([N:3]1[C:4]2[CH:9]=[CH:8][CH:7]=[CH:6][C:5]=2[S:1][CH2:2]1)=[O:28])([CH3:23])([CH3:21])[CH3:22], predict the reactants needed to synthesize it. The reactants are: [S:1]1[C:5]2[CH:6]=[CH:7][CH:8]=[CH:9][C:4]=2[NH:3][CH2:2]1.NC1C=CC=CC=1S.C=O.[C:20]([C:24]1[CH:25]=[C:26]([CH:30]=[C:31]([C:35]#[N:36])[C:32]=1[O:33][CH3:34])[C:27](Cl)=[O:28])([CH3:23])([CH3:22])[CH3:21]. (4) Given the product [CH2:14]([O:13][C:11]([C:8]1[N:9]2[C:5]([C:3](=[O:2])[NH:18][CH:16]=[N:10]2)=[CH:6][CH:7]=1)=[O:12])[CH3:15], predict the reactants needed to synthesize it. The reactants are: C[O:2][C:3]([C:5]1[N:9]([NH2:10])[C:8]([C:11]([O:13][CH2:14][CH3:15])=[O:12])=[CH:7][CH:6]=1)=O.[CH:16]([NH2:18])=O. (5) Given the product [CH3:15][O:16][C:17]1[N:22]=[C:21]([O:23][CH3:24])[C:20]([C:2]2[CH:3]=[C:4]3[C:9](=[CH:10][CH:11]=2)[CH:8]=[C:7]([CH2:12][CH2:13][OH:14])[CH:6]=[CH:5]3)=[CH:19][N:18]=1, predict the reactants needed to synthesize it. The reactants are: Br[C:2]1[CH:3]=[C:4]2[C:9](=[CH:10][CH:11]=1)[CH:8]=[C:7]([CH2:12][CH2:13][OH:14])[CH:6]=[CH:5]2.[CH3:15][O:16][C:17]1[N:22]=[C:21]([O:23][CH3:24])[C:20](B(O)O)=[CH:19][N:18]=1.[O-]P([O-])([O-])=O.[K+].[K+].[K+].O.N. (6) The reactants are: [CH3:1][O:2][C:3](=[O:23])[CH2:4][CH2:5][C:6]1[CH:11]=[CH:10][C:9]([O:12][C:13]2[CH:18]=[C:17]([CH3:19])[CH:16]=[C:15]([CH2:20][NH2:21])[CH:14]=2)=[CH:8][C:7]=1[CH3:22].[Cl:24][C:25]1[CH:33]=[C:32]([C:34]([F:37])([F:36])[F:35])[CH:31]=[CH:30][C:26]=1[C:27](O)=[O:28]. Given the product [CH3:1][O:2][C:3](=[O:23])[CH2:4][CH2:5][C:6]1[CH:11]=[CH:10][C:9]([O:12][C:13]2[CH:18]=[C:17]([CH3:19])[CH:16]=[C:15]([CH2:20][NH:21][C:27](=[O:28])[C:26]3[CH:30]=[CH:31][C:32]([C:34]([F:35])([F:36])[F:37])=[CH:33][C:25]=3[Cl:24])[CH:14]=2)=[CH:8][C:7]=1[CH3:22], predict the reactants needed to synthesize it.